Dataset: Full USPTO retrosynthesis dataset with 1.9M reactions from patents (1976-2016). Task: Predict the reactants needed to synthesize the given product. (1) Given the product [Cl:1][C:2]1[CH:7]=[CH:6][C:5]([C:8]2[NH:13][C:12](=[O:48])[N:11]3[C:19](=[O:22])[N:20]([CH2:37][C:38]4[CH:43]=[N:42][C:41]([C:44]([F:47])([F:46])[F:45])=[CH:40][CH:39]=4)[N:21]=[C:10]3[C:9]=2[C:23]2[CH:28]=[CH:27][C:26]([Cl:29])=[CH:25][CH:24]=2)=[CH:4][CH:3]=1, predict the reactants needed to synthesize it. The reactants are: [Cl:1][C:2]1[CH:7]=[CH:6][C:5]([C:8]2[N:13]=[C:12](N3C=CN=C3)[N:11]3[C:19](=[O:22])[NH:20][N:21]=[C:10]3[C:9]=2[C:23]2[CH:28]=[CH:27][C:26]([Cl:29])=[CH:25][CH:24]=2)=[CH:4][CH:3]=1.C([O-])([O-])=O.[K+].[K+].Cl[CH2:37][C:38]1[CH:39]=[CH:40][C:41]([C:44]([F:47])([F:46])[F:45])=[N:42][CH:43]=1.[OH2:48]. (2) Given the product [CH:35]1([C:34]2[C:33]3[C:28](=[CH:29][CH:30]=[CH:31][CH:32]=3)[CH:27]=[N:26][C:25]=2[N:12]([CH2:13][C:14]2[CH:15]=[CH:16][C:17]([O:20][C:21]([F:24])([F:22])[F:23])=[CH:18][CH:19]=2)[S:9]([C:6]2[CH:5]=[CH:4][C:3]([CH2:2][NH:1][S:46]([CH3:45])(=[O:48])=[O:47])=[CH:8][CH:7]=2)(=[O:10])=[O:11])[CH2:37][CH2:36]1, predict the reactants needed to synthesize it. The reactants are: [NH2:1][CH2:2][C:3]1[CH:8]=[CH:7][C:6]([S:9]([N:12]([C:25]2[N:26]=[CH:27][C:28]3[C:33]([C:34]=2[CH:35]2[CH2:37][CH2:36]2)=[CH:32][CH:31]=[CH:30][CH:29]=3)[CH2:13][C:14]2[CH:19]=[CH:18][C:17]([O:20][C:21]([F:24])([F:23])[F:22])=[CH:16][CH:15]=2)(=[O:11])=[O:10])=[CH:5][CH:4]=1.C(N(CC)CC)C.[CH3:45][S:46](Cl)(=[O:48])=[O:47].C(OCC)(=O)C. (3) Given the product [CH:17](/[C:2]1[N:6]2[N:7]=[C:8]([NH:11][CH:12]([CH2:15][CH3:16])[CH2:13][OH:14])[CH:9]=[CH:10][C:5]2=[N:4][CH:3]=1)=[CH:18]\[CH2:19][CH2:20][CH2:21][CH3:22], predict the reactants needed to synthesize it. The reactants are: Br[C:2]1[N:6]2[N:7]=[C:8]([NH:11][CH:12]([CH2:15][CH3:16])[CH2:13][OH:14])[CH:9]=[CH:10][C:5]2=[N:4][CH:3]=1.[CH:17](/B(O)O)=[CH:18]\[CH2:19][CH2:20][CH2:21][CH3:22]. (4) Given the product [Br:1][C:2]1[CH:3]=[CH:4][C:5]([C:8](=[O:14])[CH2:9][CH2:10][CH2:11][OH:12])=[CH:6][CH:7]=1, predict the reactants needed to synthesize it. The reactants are: [Br:1][C:2]1[CH:7]=[CH:6][C:5]([C:8](=[O:14])[CH2:9][CH2:10][C:11](O)=[O:12])=[CH:4][CH:3]=1.B.C1COCC1. (5) Given the product [F:1][C:2]1[CH:11]=[CH:10][C:9]([F:12])=[C:8]2[C:3]=1[C:4]([NH:13][CH2:14][CH2:15][C:16]1[CH:21]=[CH:20][C:19]([OH:22])=[C:18]([CH3:24])[CH:17]=1)=[N:5][CH:6]=[N:7]2, predict the reactants needed to synthesize it. The reactants are: [F:1][C:2]1[CH:11]=[CH:10][C:9]([F:12])=[C:8]2[C:3]=1[C:4]([NH:13][CH2:14][CH2:15][C:16]1[CH:21]=[CH:20][C:19]([O:22]C)=[C:18]([CH3:24])[CH:17]=1)=[N:5][CH:6]=[N:7]2.B(Br)(Br)Br. (6) Given the product [Br:14][C:15]1[C:16]([OH:24])=[C:17]([CH:20]=[C:21]([Br:23])[CH:22]=1)[CH2:18][N:4]1[CH2:5][CH2:6][N:1]([C:7]2[N:12]=[CH:11][NH:10][C:9](=[O:13])[CH:8]=2)[CH2:2][CH2:3]1, predict the reactants needed to synthesize it. The reactants are: [N:1]1([C:7]2[N:12]=[CH:11][NH:10][C:9](=[O:13])[CH:8]=2)[CH2:6][CH2:5][NH:4][CH2:3][CH2:2]1.[Br:14][C:15]1[CH:22]=[C:21]([Br:23])[CH:20]=[C:17]([CH:18]=O)[C:16]=1[OH:24]. (7) Given the product [CH3:8][O:3][CH:1]([C:12]1[CH:17]=[CH:16][CH:15]=[CH:14][CH:13]=1)[CH3:2], predict the reactants needed to synthesize it. The reactants are: [CH2:1]([OH:3])[CH3:2].C([O-])=O.[NH4+].[CH:8](O)=O.C(O)[C:12]1[CH:17]=[CH:16][CH:15]=[CH:14][CH:13]=1. (8) Given the product [Cl:1][C:2]1[CH:7]=[CH:6][C:5]([C:8]2[C:15]([C:14]([O:23][CH2:24][CH3:25])=[O:22])=[C:16]([C:17]([O:19][CH2:20][CH3:21])=[O:18])[S:10][N:9]=2)=[CH:4][CH:3]=1, predict the reactants needed to synthesize it. The reactants are: [Cl:1][C:2]1[CH:7]=[CH:6][C:5]([C:8]2OC(=O)[S:10][N:9]=2)=[CH:4][CH:3]=1.[C:14]([O:23][CH2:24][CH3:25])(=[O:22])[C:15]#[C:16][C:17]([O:19][CH2:20][CH3:21])=[O:18]. (9) Given the product [S:16]1[CH:17]=[CH:18][N:19]=[C:15]1[C:2]1[N:3]=[CH:4][CH:5]=[CH:6][C:7]=1[C:8]#[N:9], predict the reactants needed to synthesize it. The reactants are: Cl[C:2]1[C:7]([C:8]#[N:9])=[CH:6][CH:5]=[CH:4][N:3]=1.C([Sn](CCCC)(CCCC)[C:15]1[S:16][CH:17]=[CH:18][N:19]=1)CCC. (10) Given the product [C:10]([O:14][C:15]([N:17]1[CH2:21][C@@H:20]([CH2:22][O:23][CH3:7])[C@H:19]([CH2:24][O:25][Si:26]([C:29]([CH3:32])([CH3:31])[CH3:30])([CH3:27])[CH3:28])[CH2:18]1)=[O:16])([CH3:13])([CH3:12])[CH3:11], predict the reactants needed to synthesize it. The reactants are: [OH-].[Na+].S(OC)(O[CH3:7])(=O)=O.[C:10]([O:14][C:15]([N:17]1[CH2:21][C@@H:20]([CH2:22][OH:23])[C@H:19]([CH2:24][O:25][Si:26]([C:29]([CH3:32])([CH3:31])[CH3:30])([CH3:28])[CH3:27])[CH2:18]1)=[O:16])([CH3:13])([CH3:12])[CH3:11].